Dataset: Forward reaction prediction with 1.9M reactions from USPTO patents (1976-2016). Task: Predict the product of the given reaction. Given the reactants [CH2:1]([O:3][C:4]([C:6]12[C:21](=[O:22])[C:10]([C:23]([O:25][CH2:26]C)=[O:24])([CH2:11][N:12]([CH2:14]C3C=CC=CN=3)[CH2:13]1)[CH:9]([C:28]1[CH:33]=[CH:32][CH:31]=[CH:30][N:29]=1)[NH:8][CH:7]2[C:34]1[CH:39]=[CH:38][CH:37]=[CH:36][N:35]=1)=[O:5])C.[CH2:40]([O:42][C:43](C12C(=O)[C:41]([C:40]([O:42][CH2:43]C)=O)(CN(CC3C=CC=CC=3)C1)C(C1C=CC=CN=1)N(CCO)C2C1C=CC=CN=1)=O)[CH3:41].COC(C12C(=O)C(C(OC)=O)(CN(CC3C=CC=CC=3)C1)C(C1C=CC=CN=1)N(CCO)C2C1C=CC=CN=1)=O, predict the reaction product. The product is: [N:29]1[CH:30]=[CH:31][CH:32]=[CH:33][C:28]=1[CH:9]1[N:8]([CH2:41][CH2:40][O:42][CH3:43])[CH:7]([C:34]2[CH:39]=[CH:38][CH:37]=[CH:36][N:35]=2)[C:6]2([C:4]([O:3][CH3:1])=[O:5])[C:21](=[O:22])[C:10]1([C:23]([O:25][CH3:26])=[O:24])[CH2:11][N:12]([CH3:14])[CH2:13]2.